From a dataset of Forward reaction prediction with 1.9M reactions from USPTO patents (1976-2016). Predict the product of the given reaction. (1) Given the reactants Cl[C:2]1[N:7]=[C:6]([N:8]2[CH2:13][CH2:12][O:11][CH2:10][CH2:9]2)[C:5]([N+:14]([O-:16])=[O:15])=[C:4]([CH3:17])[N:3]=1.[CH2:18]([O:25][C:26]1[CH:27]=[C:28](B(O)O)[CH:29]=[CH:30][CH:31]=1)[C:19]1[CH:24]=[CH:23][CH:22]=[CH:21][CH:20]=1.C([O-])([O-])=O.[Na+].[Na+], predict the reaction product. The product is: [CH2:18]([O:25][C:26]1[CH:31]=[C:30]([C:2]2[N:7]=[C:6]([N:8]3[CH2:13][CH2:12][O:11][CH2:10][CH2:9]3)[C:5]([N+:14]([O-:16])=[O:15])=[C:4]([CH3:17])[N:3]=2)[CH:29]=[CH:28][CH:27]=1)[C:19]1[CH:24]=[CH:23][CH:22]=[CH:21][CH:20]=1. (2) Given the reactants [C:1]([C:5]1[CH:18]=[CH:17][C:16]2[C:7](=[CH:8][C:9]3[C:14]([CH:15]=2)=[CH:13][C:12]([C:19]([CH3:22])([CH3:21])[CH3:20])=[CH:11][CH:10]=3)[CH:6]=1)([CH3:4])([CH3:3])[CH3:2].[CH3:23][C:24]1[CH:31]=[CH:30][C:29]([CH3:32])=[CH:28][C:25]=1[CH2:26]Cl, predict the reaction product. The product is: [C:19]([C:12]1[CH:11]=[CH:10][C:9]2[C:14](=[C:15]([CH2:8][C:7]3[CH:6]=[C:5]([CH3:1])[CH:18]=[CH:17][C:16]=3[CH3:15])[C:16]3[C:7]([C:8]=2[CH2:26][C:25]2[CH:28]=[C:29]([CH3:32])[CH:30]=[CH:31][C:24]=2[CH3:23])=[CH:6][C:5]([C:1]([CH3:4])([CH3:3])[CH3:2])=[CH:18][CH:17]=3)[CH:13]=1)([CH3:22])([CH3:21])[CH3:20]. (3) Given the reactants [NH2:1][C:2]1[CH:7]=[C:6]([C:8]#[N:9])[CH:5]=[CH:4][C:3]=1[NH:10][C:11]1[CH:12]=[C:13]([CH:19]=[CH:20][CH:21]=1)[C:14]([O:16][CH2:17][CH3:18])=[O:15].[C:22](Cl)(=O)[CH3:23].C(=O)([O-])O.[Na+], predict the reaction product. The product is: [C:8]([C:6]1[CH:5]=[CH:4][C:3]2[N:10]([C:11]3[CH:12]=[C:13]([CH:19]=[CH:20][CH:21]=3)[C:14]([O:16][CH2:17][CH3:18])=[O:15])[C:22]([CH3:23])=[N:1][C:2]=2[CH:7]=1)#[N:9].